This data is from Reaction yield outcomes from USPTO patents with 853,638 reactions. The task is: Predict the reaction yield, written as a fraction of the theoretical maximum amount of product (1.0 means a 100% yield; for example, 0.34 means a 34% yield). (1) The reactants are [Br-].C1([P+]([C:21]2[CH:26]=[CH:25][CH:24]=[CH:23][CH:22]=2)([C:21]2[CH:26]=[CH:25][CH:24]=[CH:23][CH:22]=2)[C:21]2[CH:26]=[CH:25][CH:24]=[CH:23][CH:22]=2)CCCCC1.[C:27]([O:37][CH2:38][CH3:39])(=[O:36])[CH:28]=[CH:29][C:30]1[CH:35]=[CH:34][CH:33]=[CH:32][CH:31]=1. No catalyst specified. The product is [C:30]1([C@@H:29]2[C:21]3([CH2:22][CH2:23][CH2:24][CH2:25][CH2:26]3)[C@H:28]2[C:27]([O:37][CH2:38][CH3:39])=[O:36])[CH:35]=[CH:34][CH:33]=[CH:32][CH:31]=1. The yield is 0.0400. (2) The reactants are [CH3:1][O:2][C:3]1[CH:8]=[CH:7][C:6]([N:9]([C:36]2[CH:41]=[CH:40][C:39]([O:42][CH3:43])=[CH:38][CH:37]=2)[C:10]2[CH:15]=[CH:14][C:13]([N:16]([C:28]3[CH:33]=[CH:32][C:31]([O:34][CH3:35])=[CH:30][CH:29]=3)[C:17]3[CH:27]=[CH:26][C:20]([O:21][CH2:22][CH2:23][CH2:24][OH:25])=[CH:19][CH:18]=3)=[CH:12][CH:11]=2)=[CH:5][CH:4]=1.C(N(CC)CC)C.[CH3:51][S:52](Cl)(=[O:54])=[O:53]. The catalyst is CN(C)C1C=CN=CC=1. The product is [CH3:51][S:52]([O:25][CH2:24][CH2:23][CH2:22][O:21][C:20]1[CH:26]=[CH:27][C:17]([N:16]([C:13]2[CH:12]=[CH:11][C:10]([N:9]([C:36]3[CH:37]=[CH:38][C:39]([O:42][CH3:43])=[CH:40][CH:41]=3)[C:6]3[CH:5]=[CH:4][C:3]([O:2][CH3:1])=[CH:8][CH:7]=3)=[CH:15][CH:14]=2)[C:28]2[CH:33]=[CH:32][C:31]([O:34][CH3:35])=[CH:30][CH:29]=2)=[CH:18][CH:19]=1)(=[O:54])=[O:53]. The yield is 0.733. (3) The reactants are [N:1]1([C:8](OC(C)(C)C)=O)[CH2:7][CH2:6][CH2:5][NH:4][CH2:3][CH2:2]1.Br[CH2:16][CH:17]=C. The catalyst is ClCCl. The product is [CH2:8]([N:1]1[CH2:7][CH2:6][CH2:5][NH:4][CH2:3][CH2:2]1)[CH:16]=[CH2:17]. The yield is 0.580. (4) The reactants are [F:1][C:2]1[CH:3]=[C:4]([Mg]Br)[CH:5]=[C:6]([F:8])[CH:7]=1.[Cl:11][C:12]1[CH:13]=[C:14]([N:29]2[CH:33]=[N:32][C:31]([C:34]([O:36]CC)=O)=[N:30]2)[CH:15]=[C:16]([Cl:28])[C:17]=1[O:18]CC1C=CC(OC)=CC=1.[Cl-].[NH4+].O. The catalyst is C1COCC1.C(OCC)(=O)C. The product is [F:1][C:2]1[CH:3]=[C:4]([C:34]([C:4]2[CH:3]=[C:2]([F:1])[CH:7]=[C:6]([F:8])[CH:5]=2)([OH:36])[C:31]2[N:32]=[CH:33][N:29]([C:14]3[CH:15]=[C:16]([Cl:28])[C:17]([OH:18])=[C:12]([Cl:11])[CH:13]=3)[N:30]=2)[CH:5]=[C:6]([F:8])[CH:7]=1. The yield is 0.300. (5) The reactants are [CH3:1][O:2][C:3]1[CH:34]=[CH:33][C:6]([CH2:7][N:8]2[C:16]3[CH:15]=[CH:14][N:13]=[C:12]([NH:17][CH:18]4[CH2:23][CH2:22][O:21][CH2:20][CH2:19]4)[C:11]=3[C:10]([C:24]3[CH:25]=[C:26]([CH:30]=[CH:31][N:32]=3)[C:27]([OH:29])=O)=[N:9]2)=[CH:5][CH:4]=1.Cl.[CH3:36][NH:37][CH3:38].[CH3:39]N(C(ON1N=NC2C=CC=NC1=2)=[N+](C)C)C.F[P-](F)(F)(F)(F)F.C(N(C(C)C)CC)(C)C. The catalyst is CN(C=O)C. The product is [CH3:1][O:2][C:3]1[CH:4]=[CH:5][C:6]([CH2:7][N:8]2[C:16]3[CH:15]=[C:14]([CH3:39])[N:13]=[C:12]([NH:17][CH:18]4[CH2:19][CH2:20][O:21][CH2:22][CH2:23]4)[C:11]=3[C:10]([C:24]3[CH:25]=[C:26]([CH:30]=[CH:31][N:32]=3)[C:27]([N:37]([CH3:38])[CH3:36])=[O:29])=[N:9]2)=[CH:33][CH:34]=1. The yield is 0.710. (6) The reactants are [CH3:1][C:2]1[C:3]2[N:4]([N:9]=[C:10]([C:16]([O:18][CH3:19])=[O:17])[C:11]=2C(OC)=O)[C:5]([CH3:8])=[CH:6][N:7]=1.CO. The catalyst is S(=O)(=O)(O)O.O. The product is [CH3:1][C:2]1[C:3]2[N:4]([N:9]=[C:10]([C:16]([O:18][CH3:19])=[O:17])[CH:11]=2)[C:5]([CH3:8])=[CH:6][N:7]=1. The yield is 0.800. (7) The reactants are [Cl:1][C:2]1[N:7]=[C:6](Cl)[CH:5]=[CH:4][N:3]=1.[H-].[Na+].[CH3:11][Si:12]([CH3:17])([CH3:16])[CH2:13][CH2:14][OH:15].Cl. The catalyst is C1COCC1.O. The product is [Cl:1][C:2]1[N:7]=[C:6]([O:15][CH2:14][CH2:13][Si:12]([CH3:17])([CH3:16])[CH3:11])[CH:5]=[CH:4][N:3]=1. The yield is 0.790.